From a dataset of Full USPTO retrosynthesis dataset with 1.9M reactions from patents (1976-2016). Predict the reactants needed to synthesize the given product. Given the product [CH3:8][NH:9][C:10]([C@@H:12]1[C@@H:16]([N:17]=[N+:18]=[N-:19])[C@@H:15]([OH:20])[C@H:14]([N:24]2[CH:32]=[N:31][C:30]3[C:25]2=[N:26][CH:27]=[N:28][C:29]=3[Cl:33])[O:13]1)=[O:11], predict the reactants needed to synthesize it. The reactants are: C(N(CC)CC)C.[CH3:8][NH:9][C:10]([C@@H:12]1[C@@H:16]([N:17]=[N+:18]=[N-:19])[C@@H:15]([O:20]C(=O)C)[C@H:14]([N:24]2[CH:32]=[N:31][C:30]3[C:25]2=[N:26][CH:27]=[N:28][C:29]=3[Cl:33])[O:13]1)=[O:11].